This data is from CYP2C19 inhibition data for predicting drug metabolism from PubChem BioAssay. The task is: Regression/Classification. Given a drug SMILES string, predict its absorption, distribution, metabolism, or excretion properties. Task type varies by dataset: regression for continuous measurements (e.g., permeability, clearance, half-life) or binary classification for categorical outcomes (e.g., BBB penetration, CYP inhibition). Dataset: cyp2c19_veith. (1) The drug is CC(C)CC(=O)N1CCC(O)(CS(=O)(=O)Cc2ccccc2)CC1. The result is 0 (non-inhibitor). (2) The molecule is COc1ccc2[nH]cc(CCNc3ncncc3-c3ccccc3Cl)c2c1. The result is 1 (inhibitor). (3) The drug is Nc1ccccc1O.O.O=C(O)[C@H]1O[Sb]O[C@H]1C(=O)O. The result is 0 (non-inhibitor). (4) The molecule is CCN1CCC[C@H]1CNC(=O)c1c(OC)ccc(Br)c1OC. The result is 0 (non-inhibitor). (5) The compound is O=C(O)[C@@H]1[C@H](C(=O)O)[C@]2(Cl)C(Cl)=C(Cl)[C@@]1(Cl)C2(Cl)Cl. The result is 0 (non-inhibitor). (6) The compound is COCCn1c(=O)c(-c2cccc(C#N)c2)nc2cnc(Nc3ccccc3)nc21. The result is 0 (non-inhibitor). (7) The molecule is CC(=O)N1CCC[C@@]2(CCN(C(=O)Nc3ccccc3)C2)C1. The result is 0 (non-inhibitor). (8) The compound is O=C1c2ccccc2NC(c2ccc(F)cc2)N1Cc1ccco1. The result is 1 (inhibitor). (9) The drug is CSc1nc2ccccc2cc1/C=C(\C#N)c1ccccc1. The result is 1 (inhibitor).